Dataset: Peptide-MHC class I binding affinity with 185,985 pairs from IEDB/IMGT. Task: Regression. Given a peptide amino acid sequence and an MHC pseudo amino acid sequence, predict their binding affinity value. This is MHC class I binding data. (1) The peptide sequence is NNKSRLVAF. The MHC is HLA-A26:01 with pseudo-sequence HLA-A26:01. The binding affinity (normalized) is 0.0847. (2) The peptide sequence is HNASDFYGL. The MHC is HLA-A02:01 with pseudo-sequence HLA-A02:01. The binding affinity (normalized) is 0.108. (3) The MHC is HLA-B08:03 with pseudo-sequence HLA-B08:03. The binding affinity (normalized) is 0.0847. The peptide sequence is KVMDFGIAR. (4) The peptide sequence is ISDPLTSGL. The MHC is HLA-A30:01 with pseudo-sequence HLA-A30:01. The binding affinity (normalized) is 0.0847. (5) The peptide sequence is MQLPGGWLL. The MHC is BoLA-T2b with pseudo-sequence BoLA-T2b. The binding affinity (normalized) is 0.317. (6) The peptide sequence is DAKRNSKSLV. The MHC is HLA-A68:02 with pseudo-sequence HLA-A68:02. The binding affinity (normalized) is 0.128. (7) The MHC is HLA-A68:02 with pseudo-sequence HLA-A68:02. The peptide sequence is IYMLAGNYS. The binding affinity (normalized) is 0. (8) The peptide sequence is YLIPFIWFV. The MHC is HLA-B07:02 with pseudo-sequence HLA-B07:02. The binding affinity (normalized) is 0.0847.